From a dataset of NCI-60 drug combinations with 297,098 pairs across 59 cell lines. Regression. Given two drug SMILES strings and cell line genomic features, predict the synergy score measuring deviation from expected non-interaction effect. Drug 1: CC1C(C(CC(O1)OC2CC(CC3=C2C(=C4C(=C3O)C(=O)C5=C(C4=O)C(=CC=C5)OC)O)(C(=O)C)O)N)O.Cl. Drug 2: CCCS(=O)(=O)NC1=C(C(=C(C=C1)F)C(=O)C2=CNC3=C2C=C(C=N3)C4=CC=C(C=C4)Cl)F. Cell line: HS 578T. Synergy scores: CSS=0.0700, Synergy_ZIP=-1.80, Synergy_Bliss=-3.15, Synergy_Loewe=-25.9, Synergy_HSA=-9.00.